This data is from Full USPTO retrosynthesis dataset with 1.9M reactions from patents (1976-2016). The task is: Predict the reactants needed to synthesize the given product. (1) Given the product [Cl:13][C:9]1[C:8]([C:14]2[CH:19]=[CH:18][CH:17]=[C:16]([CH3:20])[CH:15]=2)=[C:7]([C@:5]([C@@H:21]2[CH2:26][CH2:25][CH2:24][N:23]([C:27]([O:29][C:30]([CH3:33])([CH3:32])[CH3:31])=[O:28])[CH2:22]2)([OH:6])[CH2:4][CH2:3][CH2:2][NH:1][C:42]([O:44][CH3:45])=[O:43])[CH:12]=[CH:11][CH:10]=1, predict the reactants needed to synthesize it. The reactants are: [NH2:1][CH2:2][CH2:3][CH2:4][C@:5]([C@@H:21]1[CH2:26][CH2:25][CH2:24][N:23]([C:27]([O:29][C:30]([CH3:33])([CH3:32])[CH3:31])=[O:28])[CH2:22]1)([C:7]1[CH:12]=[CH:11][CH:10]=[C:9]([Cl:13])[C:8]=1[C:14]1[CH:19]=[CH:18][CH:17]=[C:16]([CH3:20])[CH:15]=1)[OH:6].CCN(CC)CC.Cl[C:42]([O:44][CH3:45])=[O:43]. (2) Given the product [CH:6]([C:5]1[CH:8]=[CH:9][C:2]([O-:1])=[CH:3][CH:4]=1)=[O:7].[CH2:24]([N+:15]([CH2:11][CH2:12][CH2:13][CH3:14])([CH2:16][CH2:17][CH2:18][CH3:19])[CH2:20][CH2:21][CH2:22][CH3:23])[CH2:25][CH2:26][CH3:27], predict the reactants needed to synthesize it. The reactants are: [OH:1][C:2]1[CH:9]=[CH:8][C:5]([CH:6]=[O:7])=[CH:4][CH:3]=1.[OH-].[CH2:11]([N+:15]([CH2:24][CH2:25][CH2:26][CH3:27])([CH2:20][CH2:21][CH2:22][CH3:23])[CH2:16][CH2:17][CH2:18][CH3:19])[CH2:12][CH2:13][CH3:14]. (3) Given the product [Br:1][C:2]1[CH:9]=[CH:8][C:5]([CH2:6][N:18]2[CH2:19][CH2:20][S:21][CH:16]([C:10]3[CH:15]=[CH:14][CH:13]=[CH:12][CH:11]=3)[CH2:17]2)=[CH:4][CH:3]=1, predict the reactants needed to synthesize it. The reactants are: [Br:1][C:2]1[CH:9]=[CH:8][C:5]([CH2:6]Br)=[CH:4][CH:3]=1.[C:10]1([CH:16]2[S:21][CH2:20][CH2:19][NH:18][CH2:17]2)[CH:15]=[CH:14][CH:13]=[CH:12][CH:11]=1.C(=O)([O-])[O-].[K+].[K+].